This data is from Forward reaction prediction with 1.9M reactions from USPTO patents (1976-2016). The task is: Predict the product of the given reaction. (1) Given the reactants [NH2:1][CH2:2][CH2:3][C:4]1[N:5]=[C:6]([NH:9][C:10](=[O:16])[O:11][C:12]([CH3:15])([CH3:14])[CH3:13])[S:7][CH:8]=1.F[C:18]1[CH:23]=[CH:22][C:21]([N+:24]([O-:26])=[O:25])=[CH:20][CH:19]=1.C(N(CC)CC)C, predict the reaction product. The product is: [N+:24]([C:21]1[CH:22]=[CH:23][C:18]([NH:1][CH2:2][CH2:3][C:4]2[N:5]=[C:6]([NH:9][C:10](=[O:16])[O:11][C:12]([CH3:13])([CH3:15])[CH3:14])[S:7][CH:8]=2)=[CH:19][CH:20]=1)([O-:26])=[O:25]. (2) The product is: [Cl:14][C:15]1[CH:20]=[C:19]([Cl:21])[CH:18]=[CH:17][C:16]=1[C:2]1[C:7]2=[N:8][S:9](=[O:13])(=[O:12])[CH2:10][CH2:11][N:6]2[CH:5]=[CH:4][CH:3]=1. Given the reactants Br[C:2]1[C:7]2=[N:8][S:9](=[O:13])(=[O:12])[CH2:10][CH2:11][N:6]2[CH:5]=[CH:4][CH:3]=1.[Cl:14][C:15]1[CH:20]=[C:19]([Cl:21])[CH:18]=[CH:17][C:16]=1B(O)O.C(=O)([O-])[O-].[Cs+].[Cs+].C(=O)([O-])O.[Na+], predict the reaction product. (3) Given the reactants [CH2:1]([O:8][C@@H:9]1[C@@H:17]([CH:18]([OH:20])[CH3:19])[O:16][C@H:15]2[C@H:11]([N:12]=[C:13]([N:21]([CH2:29][CH:30]=[CH2:31])[C:22](=[O:28])[O:23][C:24]([CH3:27])([CH3:26])[CH3:25])[S:14]2)[C@H:10]1[O:32][CH2:33][C:34]1[CH:39]=[CH:38][CH:37]=[CH:36][CH:35]=1)[C:2]1[CH:7]=[CH:6][CH:5]=[CH:4][CH:3]=1, predict the reaction product. The product is: [C:18]([C@H:17]1[O:16][C@H:15]2[C@H:11]([N:12]=[C:13]([N:21]([CH2:29][CH:30]=[CH2:31])[C:22](=[O:28])[O:23][C:24]([CH3:27])([CH3:25])[CH3:26])[S:14]2)[C@@H:10]([O:32][CH2:33][C:34]2[CH:39]=[CH:38][CH:37]=[CH:36][CH:35]=2)[C@@H:9]1[O:8][CH2:1][C:2]1[CH:7]=[CH:6][CH:5]=[CH:4][CH:3]=1)(=[O:20])[CH3:19]. (4) Given the reactants [CH3:1][N:2]1[C:10]2[C:5](=[CH:6][C:7]([OH:11])=[CH:8][CH:9]=2)[CH:4]=[C:3]1[C:12](=[O:14])[NH2:13].[N+:15]([C:18]1[CH:25]=[CH:24][CH:23]=[CH:22][C:19]=1CBr)([O-:17])=[O:16].[C:26]([O-])([O-])=O.[Cs+].[Cs+], predict the reaction product. The product is: [CH3:1][N:2]1[C:10]2[C:5](=[CH:6][C:7]([O:11][CH2:26][C:24]3[CH:23]=[CH:22][CH:19]=[C:18]([N+:15]([O-:17])=[O:16])[CH:25]=3)=[CH:8][CH:9]=2)[CH:4]=[C:3]1[C:12](=[O:14])[NH2:13]. (5) The product is: [Br:9][C:10]1[CH:17]=[CH:16][C:13]([CH:14]([C:2]2[C:3](=[O:7])[CH2:4][CH2:5][CH2:6][C:1]=2[OH:8])[NH:31][C:29]([NH:28][C:24]2[CH:25]=[CH:26][CH:27]=[C:22]([C:21]([F:20])([F:32])[F:33])[CH:23]=2)=[O:30])=[C:12]([O:18][CH3:19])[CH:11]=1. Given the reactants [C:1]1(=[O:8])[CH2:6][CH2:5][CH2:4][C:3](=[O:7])[CH2:2]1.[Br:9][C:10]1[CH:17]=[CH:16][C:13]([CH:14]=O)=[C:12]([O:18][CH3:19])[CH:11]=1.[F:20][C:21]([F:33])([F:32])[C:22]1[CH:23]=[C:24]([NH:28][C:29]([NH2:31])=[O:30])[CH:25]=[CH:26][CH:27]=1.C[Si](Cl)(C)C, predict the reaction product. (6) The product is: [Cl:1][C:2]1[CH:3]=[C:4]([C:28]([OH:30])=[O:29])[CH:5]=[N:6][C:7]=1[CH2:8][NH:9][C:10]([NH:12][CH:13]1[C:14]2[CH:27]=[CH:26][CH:25]=[CH:24][C:15]=2[CH2:16][CH2:17][C:18]2[CH:23]=[CH:22][CH:21]=[CH:20][C:19]1=2)=[O:11]. Given the reactants [Cl:1][C:2]1[CH:3]=[C:4]([C:28]([O:30]C)=[O:29])[CH:5]=[N:6][C:7]=1[CH2:8][NH:9][C:10]([NH:12][CH:13]1[C:19]2[CH:20]=[CH:21][CH:22]=[CH:23][C:18]=2[CH2:17][CH2:16][C:15]2[CH:24]=[CH:25][CH:26]=[CH:27][C:14]1=2)=[O:11].[OH-].[Na+], predict the reaction product.